This data is from Catalyst prediction with 721,799 reactions and 888 catalyst types from USPTO. The task is: Predict which catalyst facilitates the given reaction. (1) Reactant: Br[C:2]1[CH:3]=[CH:4][CH:5]=[C:6]2[C:10]=1[NH:9][C:8]([C:11]([O:13][CH2:14][CH3:15])=[O:12])=[C:7]2[CH2:16][CH2:17][CH2:18][O:19][C:20]1[C:29]2[C:24](=[CH:25][CH:26]=[CH:27][CH:28]=2)[CH:23]=[CH:22][CH:21]=1.[B:30]1([B:30]2[O:34][C:33]([CH3:36])([CH3:35])[C:32]([CH3:38])([CH3:37])[O:31]2)[O:34][C:33]([CH3:36])([CH3:35])[C:32]([CH3:38])([CH3:37])[O:31]1.C([O-])(=O)C.[K+]. Product: [C:20]1([O:19][CH2:18][CH2:17][CH2:16][C:7]2[C:6]3[C:10](=[C:2]([B:30]4[O:34][C:33]([CH3:36])([CH3:35])[C:32]([CH3:38])([CH3:37])[O:31]4)[CH:3]=[CH:4][CH:5]=3)[NH:9][C:8]=2[C:11]([O:13][CH2:14][CH3:15])=[O:12])[C:29]2[C:24](=[CH:25][CH:26]=[CH:27][CH:28]=2)[CH:23]=[CH:22][CH:21]=1. The catalyst class is: 3. (2) Reactant: [OH-].[Mg+2:2].[OH-].[C:4]([O-:13])(=[O:12])[C:5]1[C:6](=[CH:8][CH:9]=[CH:10][CH:11]=1)[OH:7].[Na+]. Product: [C:4]([O-:13])(=[O:12])[C:5]1[C:6](=[CH:8][CH:9]=[CH:10][CH:11]=1)[OH:7].[Mg+2:2].[C:4]([O-:13])(=[O:12])[C:5]1[C:6](=[CH:8][CH:9]=[CH:10][CH:11]=1)[OH:7]. The catalyst class is: 6. (3) Reactant: [CH3:1][S:2]([C:5]1[CH:10]=[CH:9][C:8]([C:11]2[N:16]=[CH:15][C:14]([CH2:17][NH:18][CH:19]3[CH2:24][CH2:23][N:22]([C:25]([O:27][C:28]([CH3:31])([CH3:30])[CH3:29])=[O:26])[CH2:21][CH2:20]3)=[CH:13][CH:12]=2)=[CH:7][CH:6]=1)(=[O:4])=[O:3].[CH:32]1([CH:35]=O)[CH2:34][CH2:33]1.[BH-](OC(C)=O)(OC(C)=O)OC(C)=O.[Na+]. Product: [CH:32]1([CH2:35][N:18]([CH2:17][C:14]2[CH:15]=[N:16][C:11]([C:8]3[CH:9]=[CH:10][C:5]([S:2]([CH3:1])(=[O:3])=[O:4])=[CH:6][CH:7]=3)=[CH:12][CH:13]=2)[CH:19]2[CH2:24][CH2:23][N:22]([C:25]([O:27][C:28]([CH3:31])([CH3:30])[CH3:29])=[O:26])[CH2:21][CH2:20]2)[CH2:34][CH2:33]1. The catalyst class is: 26. (4) Reactant: [F:1][C:2]([F:13])([F:12])[C:3]1[CH:8]=[CH:7][C:6](B(O)O)=[CH:5][CH:4]=1.Cl[C:15]1[CH:20]=[CH:19][C:18]([N+:21]([O-:23])=[O:22])=[CH:17][N:16]=1.C(=O)([O-])[O-].[K+].[K+].O1CCOCC1. Product: [N+:21]([C:18]1[CH:19]=[CH:20][C:15]([C:6]2[CH:7]=[CH:8][C:3]([C:2]([F:13])([F:12])[F:1])=[CH:4][CH:5]=2)=[N:16][CH:17]=1)([O-:23])=[O:22]. The catalyst class is: 713. (5) Product: [F:1][C:2]1[CH:7]=[CH:6][C:5]([F:8])=[CH:4][C:3]=1[C:9]1[CH2:14][N:13]([C:30]([N:29]([CH3:33])[CH3:28])=[O:31])[CH2:12][CH:11]([C:15]2[CH:20]=[CH:19][CH:18]=[CH:17][CH:16]=2)[CH:10]=1. The catalyst class is: 2. Reactant: [F:1][C:2]1[CH:7]=[CH:6][C:5]([F:8])=[CH:4][C:3]=1[C:9]1[CH2:14][NH:13][CH2:12][CH:11]([C:15]2[CH:20]=[CH:19][CH:18]=[CH:17][CH:16]=2)[CH:10]=1.C(N(CC)CC)C.[CH3:28][N:29]([CH3:33])[C:30](Cl)=[O:31].